Dataset: Full USPTO retrosynthesis dataset with 1.9M reactions from patents (1976-2016). Task: Predict the reactants needed to synthesize the given product. (1) Given the product [C:1]([C:5]1[N:10]=[C:9]([NH:11][CH2:12][CH2:13][CH2:14][S:15][CH3:16])[C:8]([C:17]([N:19]([CH2:42][CH:43]([CH3:44])[CH3:45])[C@H:20]2[CH2:25][C@@H:24]([NH:26][C:27]([O:29][CH2:30][CH3:31])=[O:28])[CH2:23][N:22]([C:35]([O:37][C:38]([CH3:41])([CH3:40])[CH3:39])=[O:36])[CH2:21]2)=[O:18])=[CH:7][N:6]=1)([CH3:4])([CH3:2])[CH3:3], predict the reactants needed to synthesize it. The reactants are: [C:1]([C:5]1[N:10]=[C:9]([NH:11][CH2:12][CH2:13][CH2:14][S:15][CH3:16])[C:8]([C:17]([N:19]([CH2:42][CH:43]([CH3:45])[CH3:44])[C@H:20]2[CH2:25][C@@H:24]([NH:26][C:27]([O:29][CH2:30][C:31](Cl)(Cl)Cl)=[O:28])[CH2:23][N:22]([C:35]([O:37][C:38]([CH3:41])([CH3:40])[CH3:39])=[O:36])[CH2:21]2)=[O:18])=[CH:7][N:6]=1)([CH3:4])([CH3:3])[CH3:2].[OH-].[Na+]. (2) Given the product [NH:27]1[C:28]2[C:24](=[CH:23][C:22]([NH:21][C:19]3[CH:18]=[CH:17][N:16]=[C:15]([C:11]4[CH:10]=[C:9]([CH:14]=[CH:13][CH:12]=4)[O:8][CH2:7][C:6]([OH:45])=[O:5])[N:20]=3)=[CH:30][CH:29]=2)[CH:25]=[N:26]1, predict the reactants needed to synthesize it. The reactants are: C([O:5][C:6](=[O:45])[CH2:7][O:8][C:9]1[CH:10]=[C:11]([C:15]2[N:20]=[C:19]([N:21](C(OC(C)(C)C)=O)[C:22]3[CH:23]=[C:24]4[C:28](=[CH:29][CH:30]=3)[N:27](C(OC(C)(C)C)=O)[N:26]=[CH:25]4)[CH:18]=[CH:17][N:16]=2)[CH:12]=[CH:13][CH:14]=1)(C)(C)C.C(O)(C(F)(F)F)=O. (3) Given the product [CH2:2]([S:4][CH2:5][C:6]1[CH:7]=[CH:8][C:9]([C@@H:12]([O:16][C:17]2[CH:18]=[C:19]3[C:23](=[CH:24][CH:25]=2)[N:22]([C:26]2[CH:27]=[CH:28][C:29]([F:32])=[CH:30][CH:31]=2)[N:21]=[CH:20]3)[C@@H:13]([NH:15][C:43](=[O:44])[C:42]([F:49])([F:48])[F:41])[CH3:14])=[CH:10][CH:11]=1)[CH3:3], predict the reactants needed to synthesize it. The reactants are: Cl.[CH2:2]([S:4][CH2:5][C:6]1[CH:11]=[CH:10][C:9]([C@@H:12]([O:16][C:17]2[CH:18]=[C:19]3[C:23](=[CH:24][CH:25]=2)[N:22]([C:26]2[CH:31]=[CH:30][C:29]([F:32])=[CH:28][CH:27]=2)[N:21]=[CH:20]3)[C@@H:13]([NH2:15])[CH3:14])=[CH:8][CH:7]=1)[CH3:3].CN(C)C(N(C)C)=N.[F:41][C:42]([F:49])([F:48])[C:43](OCC)=[O:44].